From a dataset of Full USPTO retrosynthesis dataset with 1.9M reactions from patents (1976-2016). Predict the reactants needed to synthesize the given product. (1) Given the product [Br:1][C:2]1[C:3]([CH3:23])=[CH:4][C:5]([C:20](=[O:21])[NH2:34])=[C:6]2[C:14]=1[C:13]1[CH:12]=[CH:11][C:10]([C:15]([O:17][CH2:18][CH3:19])=[O:16])=[CH:9][C:8]=1[NH:7]2, predict the reactants needed to synthesize it. The reactants are: [Br:1][C:2]1[C:14]2[C:13]3[C:8](=[CH:9][C:10]([C:15]([O:17][CH2:18][CH3:19])=[O:16])=[CH:11][CH:12]=3)[NH:7][C:6]=2[C:5]([C:20](O)=[O:21])=[CH:4][C:3]=1[CH3:23].C(Cl)CCl.C1C=CC2N(O)N=[N:34]C=2C=1.[OH-].[NH4+]. (2) Given the product [N:1]1([CH2:5][CH2:6][N:7]2[CH:11]=[C:10]([C:12]3[CH:17]=[CH:16][N:15]=[C:14]([CH:18]([CH3:20])[CH3:19])[CH:13]=3)[N:9]=[C:8]2[CH:21]2[CH2:22][CH2:23][N:24]([C:28]3[N:33]=[CH:32][N:31]=[C:30]([NH2:34])[C:29]=3[O:35][CH2:36][CH3:37])[CH2:25][CH2:26]2)[CH2:4][CH2:3][CH2:2]1, predict the reactants needed to synthesize it. The reactants are: [N:1]1([CH2:5][CH2:6][N:7]2[CH:11]=[C:10]([C:12]3[CH:17]=[CH:16][N:15]=[C:14]([CH:18]([CH3:20])[CH3:19])[CH:13]=3)[N:9]=[C:8]2[CH:21]2[CH2:26][CH2:25][NH:24][CH2:23][CH2:22]2)[CH2:4][CH2:3][CH2:2]1.Cl[C:28]1[N:33]=[CH:32][N:31]=[C:30]([NH2:34])[C:29]=1[O:35][CH2:36][CH3:37]. (3) Given the product [CH2:41]([N:10]1[C:11]([C:13]([F:15])([F:16])[F:14])=[CH:12][C:8]([C:5]2[CH:4]=[CH:3][C:2]([Cl:1])=[CH:7][CH:6]=2)=[C:9]1[C:17]([O:19][CH2:20][CH3:21])=[O:18])[C:42]1[CH:47]=[CH:46][CH:45]=[CH:44][CH:43]=1, predict the reactants needed to synthesize it. The reactants are: [Cl:1][C:2]1[CH:7]=[CH:6][C:5]([C:8]2[CH:12]=[C:11]([C:13]([F:16])([F:15])[F:14])[NH:10][C:9]=2[C:17]([O:19][CH2:20][CH3:21])=[O:18])=[CH:4][CH:3]=1.C1(P(C2C=CC=CC=2)C2C=CC=CC=2)C=CC=CC=1.[CH2:41](O)[C:42]1[CH:47]=[CH:46][CH:45]=[CH:44][CH:43]=1.CC(OC(/N=N/C(OC(C)C)=O)=O)C. (4) The reactants are: [Cl:1][C:2]1[CH:3]=[N:4][CH:5]=[CH:6][C:7]=1[NH2:8].Cl[C:10]1[C:15]2[O:16][CH2:17][CH2:18][N:19]([CH:20]3[CH2:25][CH2:24][N:23]([C:26]([O:28][CH:29]([CH3:31])[CH3:30])=[O:27])[CH2:22][CH2:21]3)[C:14]=2[N:13]=[CH:12][N:11]=1. Given the product [Cl:1][C:2]1[CH:3]=[N:4][CH:5]=[CH:6][C:7]=1[NH:8][C:10]1[C:15]2[O:16][CH2:17][CH2:18][N:19]([CH:20]3[CH2:25][CH2:24][N:23]([C:26]([O:28][CH:29]([CH3:31])[CH3:30])=[O:27])[CH2:22][CH2:21]3)[C:14]=2[N:13]=[CH:12][N:11]=1, predict the reactants needed to synthesize it. (5) Given the product [CH2:1]([O:3][C:4]([C:6]1[N:7]([C:26]2[CH:31]=[CH:30][C:29]([O:32][CH:33]([CH3:35])[CH3:34])=[CH:28][CH:27]=2)[C:8]2[C:13]([C:14]=1[NH:39][C:36](=[O:38])[CH3:37])=[CH:12][C:11]([C:16]1[CH:21]=[CH:20][C:19]([C:22]([F:25])([F:24])[F:23])=[CH:18][N:17]=1)=[CH:10][CH:9]=2)=[O:5])[CH3:2], predict the reactants needed to synthesize it. The reactants are: [CH2:1]([O:3][C:4]([C:6]1[N:7]([C:26]2[CH:31]=[CH:30][C:29]([O:32][CH:33]([CH3:35])[CH3:34])=[CH:28][CH:27]=2)[C:8]2[C:13]([C:14]=1I)=[CH:12][C:11]([C:16]1[CH:21]=[CH:20][C:19]([C:22]([F:25])([F:24])[F:23])=[CH:18][N:17]=1)=[CH:10][CH:9]=2)=[O:5])[CH3:2].[C:36]([NH2:39])(=[O:38])[CH3:37]. (6) Given the product [CH2:1]([O:3][C:4](=[O:22])[CH2:5][N:6]([CH2:7][CH2:8][NH:9][S:10]([C:13]1[S:14][C:15]2[CH:21]=[CH:20][CH:19]=[CH:18][C:16]=2[N:17]=1)(=[O:12])=[O:11])[C:47](=[O:48])[CH2:46][N:43]1[CH:44]=[CH:45][C:40]([NH:39][C:37]([O:36][CH:23]([C:24]2[CH:25]=[CH:26][CH:27]=[CH:28][CH:29]=2)[C:30]2[CH:35]=[CH:34][CH:33]=[CH:32][CH:31]=2)=[O:38])=[N:41][C:42]1=[O:50])[CH3:2], predict the reactants needed to synthesize it. The reactants are: [CH2:1]([O:3][C:4](=[O:22])[CH2:5][NH:6][CH2:7][CH2:8][NH:9][S:10]([C:13]1[S:14][C:15]2[CH:21]=[CH:20][CH:19]=[CH:18][C:16]=2[N:17]=1)(=[O:12])=[O:11])[CH3:2].[CH:23]([O:36][C:37]([NH:39][C:40]1[CH:45]=[CH:44][N:43]([CH2:46][C:47](O)=[O:48])[C:42](=[O:50])[N:41]=1)=[O:38])([C:30]1[CH:35]=[CH:34][CH:33]=[CH:32][CH:31]=1)[C:24]1[CH:29]=[CH:28][CH:27]=[CH:26][CH:25]=1. (7) Given the product [CH:39]([C:38]1[O:10][N:9]=[C:8]([CH2:7][C@@H:4]2[CH2:5][CH2:6][C@@:2]([NH:19][C:20](=[O:26])[O:21][C:22]([CH3:25])([CH3:24])[CH3:23])([CH3:1])[C:3]2([CH3:18])[CH3:17])[N:42]=1)([CH3:41])[CH3:40], predict the reactants needed to synthesize it. The reactants are: [CH3:1][C@:2]1([NH:19][C:20](=[O:26])[O:21][C:22]([CH3:25])([CH3:24])[CH3:23])[CH2:6][CH2:5][C@@H:4]([CH2:7][C:8]2N=C(C(F)(F)F)[O:10][N:9]=2)[C:3]1([CH3:18])[CH3:17].CC1C=CC(S(O)(=O)=O)=CC=1.[C:38](#[N:42])[CH:39]([CH3:41])[CH3:40]. (8) Given the product [CH2:18]=[C:19]1[CH2:22][CH:21]([CH:23]=[CH:9][C:7]#[N:8])[CH2:20]1, predict the reactants needed to synthesize it. The reactants are: CC(C)([O-])C.[K+].[C:7]([CH2:9]P(=O)(OCC)OCC)#[N:8].[CH2:18]=[C:19]1[CH2:22][CH:21]([CH:23]=O)[CH2:20]1. (9) Given the product [CH3:1][O:2][C:3]([C:5]1[CH:10]=[C:9]([OH:11])[CH:8]=[CH:7][C:6]=1[Br:13])=[O:4], predict the reactants needed to synthesize it. The reactants are: [CH3:1][O:2][C:3]([C:5]1[CH:10]=[C:9]([O:11]C)[CH:8]=[CH:7][C:6]=1[Br:13])=[O:4].B(Br)(Br)Br.CO. (10) Given the product [CH3:1][N:2]1[C:5]2[C:18](=[CH:19][C:11]([N+:8]([O-:10])=[O:9])=[CH:12][CH:13]=2)[CH:17]=[CH:3]1, predict the reactants needed to synthesize it. The reactants are: [CH3:1][N:2]([CH3:5])[CH:3]=O.[OH-].[Na+].[N+:8]([C:11]1[CH:12]=[C:13]2[C:17](=[CH:18][CH:19]=1)NC=C2)([O-:10])=[O:9].S(OC)(OC)(=O)=O.